From a dataset of Forward reaction prediction with 1.9M reactions from USPTO patents (1976-2016). Predict the product of the given reaction. (1) Given the reactants [F:1][C:2]1[CH:3]=[C:4]2[C:8](=[C:9]([F:11])[CH:10]=1)[N:7]=[C:6]([CH3:12])[C:5]2([CH3:21])[CH2:13][CH2:14][CH2:15][CH2:16][S:17]([OH:20])(=[O:19])=[O:18].Br[CH2:23][CH2:24][CH2:25][CH2:26][CH2:27][C:28]([OH:30])=[O:29], predict the reaction product. The product is: [C:28]([CH2:27][CH2:26][CH2:25][CH2:24][CH2:23][N+:7]1[C:8]2[C:4](=[CH:3][C:2]([F:1])=[CH:10][C:9]=2[F:11])[C:5]([CH2:13][CH2:14][CH2:15][CH2:16][S:17]([O-:20])(=[O:18])=[O:19])([CH3:21])[C:6]=1[CH3:12])([OH:30])=[O:29]. (2) The product is: [F:31][C:3]1([F:2])[CH2:5][CH:4]1[CH2:6][N:7]1[C:15]2[C:10](=[N:11][C:12]([C:16]3[CH:17]=[CH:18][C:19]([N:22]4[CH2:23][CH2:24][N:25]([C:61]([C:58]5[CH:59]=[CH:60][O:56][N:57]=5)=[O:62])[CH2:26][CH2:27]4)=[CH:20][CH:21]=3)=[CH:13][CH:14]=2)[N:9]([CH3:28])[S:8]1(=[O:29])=[O:30]. Given the reactants Cl.[F:2][C:3]1([F:31])[CH2:5][CH:4]1[CH2:6][N:7]1[C:15]2[C:10](=[N:11][C:12]([C:16]3[CH:21]=[CH:20][C:19]([N:22]4[CH2:27][CH2:26][NH:25][CH2:24][CH2:23]4)=[CH:18][CH:17]=3)=[CH:13][CH:14]=2)[N:9]([CH3:28])[S:8]1(=[O:30])=[O:29].CN(C(ON1N=NC2C=CC=NC1=2)=[N+](C)C)C.F[P-](F)(F)(F)(F)F.[O:56]1[CH:60]=[CH:59][C:58]([C:61](O)=[O:62])=[N:57]1.CCN(C(C)C)C(C)C, predict the reaction product. (3) Given the reactants [NH2:1][C:2]1[C:7]([CH3:8])=[CH:6][CH:5]=[CH:4][N:3]=1.[C:9](Cl)(=[O:11])[CH3:10].N1C=CC=CC=1, predict the reaction product. The product is: [CH3:9][C:10]1[NH:1][C:2]2[C:7]([CH:8]=1)=[CH:6][CH:5]=[CH:4][N:3]=2.[C:9]([NH:1][C:2]1[C:7]([CH3:8])=[CH:6][CH:5]=[CH:4][N:3]=1)(=[O:11])[CH3:10]. (4) Given the reactants [CH3:1][CH:2]1[CH2:7][C:6](=[O:8])[CH2:5][C:4](=[O:9])[CH2:3]1.Cl.[NH2:11]O, predict the reaction product. The product is: [CH3:1][CH:2]1[CH2:7][NH:11][C:6](=[O:8])[CH2:5][C:4](=[O:9])[CH2:3]1.